This data is from Cav3 T-type calcium channel HTS with 100,875 compounds. The task is: Binary Classification. Given a drug SMILES string, predict its activity (active/inactive) in a high-throughput screening assay against a specified biological target. (1) The molecule is S(Cc1nc(N2CCOCC2)nc(n1)N)Cc1ccccc1. The result is 0 (inactive). (2) The result is 0 (inactive). The molecule is O1C2(CC(OCC2)(C)C)C(CC1=O)C(=O)NCc1ccccc1. (3) The drug is Clc1c(OCC)cc(S(=O)(=O)N2CCCC2)cc1. The result is 0 (inactive). (4) The molecule is S(Cc1c(n(nc1)c1ccccc1)n1cccc1)CC(=O)N(CC)CC. The result is 0 (inactive). (5) The compound is Clc1cc(cc(Cl)c1OC)C(=O)Nc1nn(nn1)CC. The result is 0 (inactive). (6) The molecule is o1c2c(c3CCCc3c1=O)ccc(OCc1oc(cc1)C(OC)=O)c2. The result is 0 (inactive).